Dataset: Full USPTO retrosynthesis dataset with 1.9M reactions from patents (1976-2016). Task: Predict the reactants needed to synthesize the given product. (1) The reactants are: [OH:1][CH2:2][CH2:3][CH2:4][CH2:5][CH2:6][CH2:7][CH2:8][CH2:9][CH:10]1[C:19]2[C:14](=[CH:15][C:16]([O:20][CH3:21])=[CH:17][CH:18]=2)[S:13][CH2:12][C:11]1([C:23]1[CH:28]=[CH:27][C:26]([O:29][CH3:30])=[CH:25][CH:24]=1)[CH3:22].C(N(CC)CC)C.[CH3:38][S:39](Cl)(=[O:41])=[O:40].O. Given the product [CH3:38][S:39]([O:1][CH2:2][CH2:3][CH2:4][CH2:5][CH2:6][CH2:7][CH2:8][CH2:9][CH:10]1[C:19]2[C:14](=[CH:15][C:16]([O:20][CH3:21])=[CH:17][CH:18]=2)[S:13][CH2:12][C:11]1([C:23]1[CH:28]=[CH:27][C:26]([O:29][CH3:30])=[CH:25][CH:24]=1)[CH3:22])(=[O:41])=[O:40], predict the reactants needed to synthesize it. (2) Given the product [F:14][C:15]1[CH:23]=[CH:22][C:21]([CH:24]=[O:25])=[CH:20][C:16]=1[C:17]([N:1]1[CH2:2][CH:3]([N:5]([CH3:12])[C:6]2[N:7]=[CH:8][CH:9]=[CH:10][N:11]=2)[CH2:4]1)=[O:18], predict the reactants needed to synthesize it. The reactants are: [NH:1]1[CH2:4][CH:3]([N:5]([CH2:12]C)[C:6]2[N:11]=[CH:10][CH:9]=[CH:8][N:7]=2)[CH2:2]1.[F:14][C:15]1[CH:23]=[CH:22][C:21]([CH:24]=[O:25])=[CH:20][C:16]=1[C:17](O)=[O:18].F[P-](F)(F)(F)(F)F.N1(OC(N(C)C)=[N+](C)C)C2C=CC=CC=2N=N1.C(N(CC)C(C)C)(C)C. (3) The reactants are: C([N:4]1[C:12]([C:13]2[S:14][CH:15]=[CH:16][CH:17]=2)=[N:11][C:10]2[C:9](=[O:18])[N:8]([CH2:19][CH2:20][CH3:21])[CH:7]=[N:6][C:5]1=2)C=C. Given the product [CH2:19]([N:8]1[C:9](=[O:18])[C:10]2[NH:11][C:12]([C:13]3[S:14][CH:15]=[CH:16][CH:17]=3)=[N:4][C:5]=2[N:6]=[CH:7]1)[CH2:20][CH3:21], predict the reactants needed to synthesize it. (4) Given the product [Cl:1][C:2]1[N:7]=[C:6]([NH:16][C:15]2[CH:17]=[CH:18][C:12]([C:11]([F:10])([F:19])[F:20])=[CH:13][CH:14]=2)[C:5]([F:9])=[CH:4][N:3]=1, predict the reactants needed to synthesize it. The reactants are: [Cl:1][C:2]1[N:7]=[C:6](Cl)[C:5]([F:9])=[CH:4][N:3]=1.[F:10][C:11]([F:20])([F:19])[C:12]1[CH:18]=[CH:17][C:15]([NH2:16])=[CH:14][CH:13]=1. (5) Given the product [CH3:1][O:2][C:3]([N:5]1[C@H:13]2[C@H:8]([C@:9]([O:23][C:38](=[O:39])[CH2:37][N:34]3[CH2:33][CH2:32][N:31]([C:29]([O:28][C:24]([CH3:26])([CH3:25])[CH3:27])=[O:30])[CH2:36][CH2:35]3)([C:14]#[C:15][C:16]3[CH:17]=[C:18]([CH3:22])[CH:19]=[CH:20][CH:21]=3)[CH2:10][CH2:11][CH2:12]2)[CH2:7][CH2:6]1)=[O:4], predict the reactants needed to synthesize it. The reactants are: [CH3:1][O:2][C:3]([N:5]1[C@@H:13]2[C@@H:8]([C@@:9]([OH:23])([C:14]#[C:15][C:16]3[CH:17]=[C:18]([CH3:22])[CH:19]=[CH:20][CH:21]=3)[CH2:10][CH2:11][CH2:12]2)[CH2:7][CH2:6]1)=[O:4].[C:24]([O:28][C:29]([N:31]1[CH2:36][CH2:35][N:34]([CH2:37][C:38](O)=[O:39])[CH2:33][CH2:32]1)=[O:30])([CH3:27])([CH3:26])[CH3:25]. (6) Given the product [I:17][C:14]1[CH:15]=[CH:16][C:11]([N:8]2[C:6]3[N:7]=[C:2]([NH:19][C@H:20]4[CH2:24][CH2:23][C@H:22]([OH:25])[CH2:21]4)[N:3]=[CH:4][C:5]=3[N:10]=[N:9]2)=[CH:12][CH:13]=1, predict the reactants needed to synthesize it. The reactants are: Cl[C:2]1[N:3]=[CH:4][C:5]2[N:10]=[N:9][N:8]([C:11]3[CH:16]=[CH:15][C:14]([I:17])=[CH:13][CH:12]=3)[C:6]=2[N:7]=1.Cl.[NH2:19][C@H:20]1[CH2:24][CH2:23][C@H:22]([OH:25])[CH2:21]1.C(N(C(C)C)C(C)C)C.O. (7) Given the product [NH2:1][C:4]1[CH:5]=[CH:6][C:7]([CH2:8][O:9][N:10]=[C:11]2[CH2:16][CH2:15][N:14]([S:17]([C:20]3[CH:25]=[CH:24][C:23]([O:26][C:27]([F:29])([F:30])[F:28])=[CH:22][CH:21]=3)(=[O:18])=[O:19])[CH2:13][CH2:12]2)=[CH:31][CH:32]=1, predict the reactants needed to synthesize it. The reactants are: [N+:1]([C:4]1[CH:32]=[CH:31][C:7]([CH2:8][O:9][N:10]=[C:11]2[CH2:16][CH2:15][N:14]([S:17]([C:20]3[CH:25]=[CH:24][C:23]([O:26][C:27]([F:30])([F:29])[F:28])=[CH:22][CH:21]=3)(=[O:19])=[O:18])[CH2:13][CH2:12]2)=[CH:6][CH:5]=1)([O-])=O.[NH4+].[Cl-].